This data is from Forward reaction prediction with 1.9M reactions from USPTO patents (1976-2016). The task is: Predict the product of the given reaction. Given the reactants Br[C:2]1[CH:10]=[C:9]2[C:5]([C:6]([CH3:13])([CH3:12])[C:7](=[O:11])[NH:8]2)=[CH:4][CH:3]=1.[F:14][C:15]1[CH:20]=[CH:19][N:18]=[CH:17][C:16]=1B1OC(C)(C)C(C)(C)O1, predict the reaction product. The product is: [F:14][C:15]1[CH:20]=[CH:19][N:18]=[CH:17][C:16]=1[C:2]1[CH:10]=[C:9]2[C:5]([C:6]([CH3:13])([CH3:12])[C:7](=[O:11])[NH:8]2)=[CH:4][CH:3]=1.